Dataset: Full USPTO retrosynthesis dataset with 1.9M reactions from patents (1976-2016). Task: Predict the reactants needed to synthesize the given product. Given the product [F:7][C:8]1[CH:9]=[C:10]([CH:13]=[CH:14][C:15]=1[O:19][CH2:18][CH2:17][OH:20])[C:11]#[N:12], predict the reactants needed to synthesize it. The reactants are: CC(C)([O-])C.[K+].[F:7][C:8]1[CH:9]=[C:10]([CH:13]=[CH:14][C:15]=1F)[C:11]#[N:12].[CH2:17]([OH:20])[CH2:18][OH:19].